This data is from Experimentally validated miRNA-target interactions with 360,000+ pairs, plus equal number of negative samples. The task is: Binary Classification. Given a miRNA mature sequence and a target amino acid sequence, predict their likelihood of interaction. (1) The miRNA is hsa-miR-6771-5p with sequence CUCGGGAGGGCAUGGGCCAGGC. The protein sequence of the target gene is MSAFGHDEAWMEAGGFGLEAAERTEYQSLCKSKLLFLGEQSVGKTSIISRFMYNSFGCACQATVGIDFLSKTMYLEDQIVQLQLWDTAGQERFHSLIPSYIRDSTIAVVVYDITNINSFKETDKWVEHVRAERGDDVVIMLLGNKIDLDNKRQVTAEQGEEKSRNLNVMFIETSAKTGYNVKKLFRRVASALLSTRTSPPPKEGTVEIELESFEESGNRSYC. Result: 0 (no interaction). (2) The miRNA is hsa-miR-548o-5p with sequence AAAAGUAAUUGCGGUUUUUGCC. The protein sequence of the target gene is MEKTESFCPEVPPQDCGASPRPSLRSLPKNQGSLLQFDRQAPGRISTSPTLRRLRTRGCGTRQDAWQVTTWGSWGAPVGFPCYLSKSLPGSPKDSSHLLSPLRLHSRLTSEPERALNAADSLEPQTRPTDKYLPPELQPVNEGSLHQASLRQQEGHFLPSPTLRHPSPQGEELHPSRCVCIYFLRCYDIC. Result: 1 (interaction). (3) The miRNA is hsa-miR-664a-3p with sequence UAUUCAUUUAUCCCCAGCCUACA. The protein sequence of the target gene is MPAPTCFSCHKTRAALRRPRSGQALCGSCFCAAFEAEVLHTVLAGHLLPPGAVVAVGASGGKDSTVLAHVLRELAPRLGITLHLVAVDEGIGGYRDAALEAVRSQAARWELPLTIVAYEDLFGGWTMDAVARSTAGSGRSRSCCTFCGVLRRRALEEGARLVGATHIVTGHNADDMAETVLMNFLRGDAGRLARGGVLGSTGEGCALPRCRPLQFASQKEVVLYAHFRHLRYFSEECVYAPEAFRGHARDLLKLLEAARPSAVLDLVHSAERLALAPAAKPPPPGTCSRCGALASHKLCQ.... Result: 0 (no interaction). (4) The miRNA is cel-miR-57-5p with sequence UACCCUGUAGAUCGAGCUGUGUGU. The protein sequence of the target gene is MVAAAAADALAAGGDSSSPSDLYNKITGQQSSTTTSLSYAACDVITRHLISMLLEISNWTNDLAKYLAGSEQSSDDGHNERCLLFSSIFFAIDPSLALAQMSSVASKHALLIALGGFSIAALFVWYINKKDKDGRKKKKVGDVISNGLPKTATASDVQTENGNVKKANGHVNGDVQSSIGVSQKQQQKDEDEKTQKKDAVQNEKPSIDKKQPKSQAPTEKKEEKTVEIHTETEETDHVAAGDSGVVSEHKEHDKKTKQKNDEPVSIDKKSEEIEVPKQAGVVNEEPKKQSEETVVEEQFV.... Result: 1 (interaction).